This data is from NCI-60 drug combinations with 297,098 pairs across 59 cell lines. The task is: Regression. Given two drug SMILES strings and cell line genomic features, predict the synergy score measuring deviation from expected non-interaction effect. (1) Synergy scores: CSS=36.1, Synergy_ZIP=-5.13, Synergy_Bliss=-1.73, Synergy_Loewe=-3.39, Synergy_HSA=0.351. Drug 1: C1=C(C(=O)NC(=O)N1)N(CCCl)CCCl. Drug 2: CC1=CC=C(C=C1)C2=CC(=NN2C3=CC=C(C=C3)S(=O)(=O)N)C(F)(F)F. Cell line: K-562. (2) Drug 1: CC(CN1CC(=O)NC(=O)C1)N2CC(=O)NC(=O)C2. Drug 2: B(C(CC(C)C)NC(=O)C(CC1=CC=CC=C1)NC(=O)C2=NC=CN=C2)(O)O. Cell line: HCT-15. Synergy scores: CSS=31.6, Synergy_ZIP=-5.51, Synergy_Bliss=-0.484, Synergy_Loewe=0.0913, Synergy_HSA=0.117. (3) Drug 1: C1=CC(=CC=C1CCCC(=O)O)N(CCCl)CCCl. Drug 2: CCC1(CC2CC(C3=C(CCN(C2)C1)C4=CC=CC=C4N3)(C5=C(C=C6C(=C5)C78CCN9C7C(C=CC9)(C(C(C8N6C=O)(C(=O)OC)O)OC(=O)C)CC)OC)C(=O)OC)O.OS(=O)(=O)O. Cell line: UO-31. Synergy scores: CSS=14.0, Synergy_ZIP=-5.22, Synergy_Bliss=-2.80, Synergy_Loewe=-1.11, Synergy_HSA=-1.35. (4) Drug 1: C1CC(C1)(C(=O)O)C(=O)O.[NH2-].[NH2-].[Pt+2]. Drug 2: CC1=C(N=C(N=C1N)C(CC(=O)N)NCC(C(=O)N)N)C(=O)NC(C(C2=CN=CN2)OC3C(C(C(C(O3)CO)O)O)OC4C(C(C(C(O4)CO)O)OC(=O)N)O)C(=O)NC(C)C(C(C)C(=O)NC(C(C)O)C(=O)NCCC5=NC(=CS5)C6=NC(=CS6)C(=O)NCCC[S+](C)C)O. Cell line: OVCAR-5. Synergy scores: CSS=21.0, Synergy_ZIP=-7.36, Synergy_Bliss=-0.916, Synergy_Loewe=-24.4, Synergy_HSA=-0.399. (5) Drug 1: CNC(=O)C1=CC=CC=C1SC2=CC3=C(C=C2)C(=NN3)C=CC4=CC=CC=N4. Drug 2: CC1C(C(CC(O1)OC2CC(OC(C2O)C)OC3=CC4=CC5=C(C(=O)C(C(C5)C(C(=O)C(C(C)O)O)OC)OC6CC(C(C(O6)C)O)OC7CC(C(C(O7)C)O)OC8CC(C(C(O8)C)O)(C)O)C(=C4C(=C3C)O)O)O)O. Cell line: NCI-H460. Synergy scores: CSS=-1.13, Synergy_ZIP=0.524, Synergy_Bliss=-2.01, Synergy_Loewe=-3.95, Synergy_HSA=-3.09. (6) Drug 1: C1CC(C1)(C(=O)O)C(=O)O.[NH2-].[NH2-].[Pt+2]. Drug 2: CCN(CC)CCCC(C)NC1=C2C=C(C=CC2=NC3=C1C=CC(=C3)Cl)OC. Cell line: MDA-MB-435. Synergy scores: CSS=14.6, Synergy_ZIP=-4.93, Synergy_Bliss=0.0828, Synergy_Loewe=-28.4, Synergy_HSA=0.351. (7) Drug 1: CC1=C2C(C(=O)C3(C(CC4C(C3C(C(C2(C)C)(CC1OC(=O)C(C(C5=CC=CC=C5)NC(=O)OC(C)(C)C)O)O)OC(=O)C6=CC=CC=C6)(CO4)OC(=O)C)O)C)O. Cell line: MDA-MB-435. Drug 2: C1CN(P(=O)(OC1)NCCCl)CCCl. Synergy scores: CSS=56.1, Synergy_ZIP=-3.16, Synergy_Bliss=-6.41, Synergy_Loewe=-65.1, Synergy_HSA=-6.56.